From a dataset of Reaction yield outcomes from USPTO patents with 853,638 reactions. Predict the reaction yield, written as a fraction of the theoretical maximum amount of product (1.0 means a 100% yield; for example, 0.34 means a 34% yield). (1) The reactants are C[N:2](C)[CH:3]=[C:4]([C:14]1[CH:19]=[CH:18][N:17]=[C:16]([S:20][CH3:21])[N:15]=1)[C:5]([C:7]1[CH:12]=[CH:11][C:10]([F:13])=[CH:9][CH:8]=1)=O.O.NN.C([N:28](CC)CC)C. The catalyst is C(O)C. The product is [F:13][C:10]1[CH:11]=[CH:12][C:7]([C:5]2[C:4]([C:14]3[CH:19]=[CH:18][N:17]=[C:16]([S:20][CH3:21])[N:15]=3)=[CH:3][NH:2][N:28]=2)=[CH:8][CH:9]=1. The yield is 0.940. (2) The yield is 0.160. The product is [CH3:1][O:2][C:3](=[O:15])[C:4]1[CH:9]=[C:8]([C:23]2[N:19]([CH:16]([CH3:18])[CH3:17])[N:20]=[CH:21][CH:22]=2)[C:7]([CH:11]([F:13])[CH3:12])=[CH:6][C:5]=1[NH2:14]. The catalyst is O1CCOCC1.Cl[Pd](Cl)([P](C1C=CC=CC=1)(C1C=CC=CC=1)C1C=CC=CC=1)[P](C1C=CC=CC=1)(C1C=CC=CC=1)C1C=CC=CC=1. The reactants are [CH3:1][O:2][C:3](=[O:15])[C:4]1[CH:9]=[C:8](I)[C:7]([CH:11]([F:13])[CH3:12])=[CH:6][C:5]=1[NH2:14].[CH:16]([N:19]1[C:23]([Sn](CCCC)(CCCC)CCCC)=[CH:22][CH:21]=[N:20]1)([CH3:18])[CH3:17]. (3) The reactants are [F:1][C:2]1[CH:3]=[CH:4][C:5]2[O:9][C:8](B(O)O)=[CH:7][C:6]=2[CH:13]=1.Cl[C:15]1[C:24]([N:25]([CH:27]([CH3:29])[CH3:28])[CH3:26])=[N:23][C:22]2[C:17](=[CH:18][CH:19]=[C:20]([C:30]([O:32][CH2:33]C)=[O:31])[CH:21]=2)[N:16]=1.[O-]P([O-])([O-])=O.[K+].[K+].[K+]. The yield is 0.810. The catalyst is O1CCOCC1.O.C1C=CC([P]([Pd]([P](C2C=CC=CC=2)(C2C=CC=CC=2)C2C=CC=CC=2)([P](C2C=CC=CC=2)(C2C=CC=CC=2)C2C=CC=CC=2)[P](C2C=CC=CC=2)(C2C=CC=CC=2)C2C=CC=CC=2)(C2C=CC=CC=2)C2C=CC=CC=2)=CC=1. The product is [F:1][C:2]1[CH:3]=[CH:4][C:5]2[O:9][C:8]([C:15]3[C:24]([N:25]([CH:27]([CH3:29])[CH3:28])[CH3:26])=[N:23][C:22]4[C:17](=[CH:18][CH:19]=[C:20]([C:30]([O:32][CH3:33])=[O:31])[CH:21]=4)[N:16]=3)=[CH:7][C:6]=2[CH:13]=1. (4) The reactants are [Br:1][C:2]1[C:3]2[C:4]3[CH:18]=[CH:17][S:16][C:5]=3[C:6](=[O:15])[NH:7][C:8]=2[C:9]([CH3:14])=[CH:10][C:11]=1[O:12][CH3:13].[H-].[Na+].Cl[CH2:22][O:23][CH2:24][CH2:25][Si:26]([CH3:29])([CH3:28])[CH3:27]. The catalyst is CN(C=O)C.C1COCC1. The product is [Br:1][C:2]1[C:3]2[C:4]3[CH:18]=[CH:17][S:16][C:5]=3[C:6](=[O:15])[N:7]([CH2:22][O:23][CH2:24][CH2:25][Si:26]([CH3:29])([CH3:28])[CH3:27])[C:8]=2[C:9]([CH3:14])=[CH:10][C:11]=1[O:12][CH3:13]. The yield is 0.870.